Dataset: CYP1A2 inhibition data for predicting drug metabolism from PubChem BioAssay. Task: Regression/Classification. Given a drug SMILES string, predict its absorption, distribution, metabolism, or excretion properties. Task type varies by dataset: regression for continuous measurements (e.g., permeability, clearance, half-life) or binary classification for categorical outcomes (e.g., BBB penetration, CYP inhibition). Dataset: cyp1a2_veith. The compound is CN1CCc2cc3c(cc2[C@@H]1[C@@H]1C(=O)Oc2c1ccc1c2OCO1)OCO3. The result is 1 (inhibitor).